This data is from Catalyst prediction with 721,799 reactions and 888 catalyst types from USPTO. The task is: Predict which catalyst facilitates the given reaction. (1) Reactant: [Cl:1][C:2]1[CH:7]=[C:6]([C:8]2[CH:9]=[N:10][CH:11]=[CH:12][CH:13]=2)[CH:5]=[CH:4][C:3]=1[C:14]1[S:18][C:17]([NH2:19])=[N:16][CH:15]=1.[Br:20][C:21]1[O:25][C:24]([C:26](O)=[O:27])=[CH:23][CH:22]=1.CCN(C(C)C)C(C)C. Product: [Cl:1][C:2]1[CH:7]=[C:6]([C:8]2[CH:9]=[N:10][CH:11]=[CH:12][CH:13]=2)[CH:5]=[CH:4][C:3]=1[C:14]1[S:18][C:17]([NH:19][C:26]([C:24]2[O:25][C:21]([Br:20])=[CH:22][CH:23]=2)=[O:27])=[N:16][CH:15]=1. The catalyst class is: 3. (2) Product: [C:6]([C:10]1[CH:36]=[CH:35][C:13]([NH:14][C:15]2[CH:34]=[CH:33][C:18]([O:19][C:20]3[C:29]4[C:24](=[CH:25][C:26]([O:32][CH2:45][CH2:46][N:47]5[CH2:52][CH2:51][O:50][CH2:49][CH2:48]5)=[C:27]([O:30][CH3:31])[CH:28]=4)[N:23]=[CH:22][CH:21]=3)=[CH:17][CH:16]=2)=[CH:12][CH:11]=1)([CH3:9])([CH3:7])[CH3:8]. The catalyst class is: 84. Reactant: CN(C)C=O.[C:6]([C:10]1[CH:36]=[CH:35][C:13]([NH:14][C:15]2[CH:34]=[CH:33][C:18]([O:19][C:20]3[C:29]4[C:24](=[CH:25][C:26]([OH:32])=[C:27]([O:30][CH3:31])[CH:28]=4)[N:23]=[CH:22][CH:21]=3)=[CH:17][CH:16]=2)=[CH:12][CH:11]=1)([CH3:9])([CH3:8])[CH3:7].C(=O)([O-])[O-].[K+].[K+].Cl.Cl[CH2:45][CH2:46][N:47]1[CH2:52][CH2:51][O:50][CH2:49][CH2:48]1. (3) Reactant: [NH2:1][CH2:2][CH2:3][C:4]1[CH:5]=[C:6]([C:10]2[N:15]=[C:14]([O:16][CH3:17])[N:13]=[C:12]([NH:18][CH2:19][CH2:20][C:21]3[CH:26]=[CH:25][C:24]([C:27]([F:30])([F:29])[F:28])=[CH:23][C:22]=3[F:31])[CH:11]=2)[CH:7]=[CH:8][CH:9]=1.C(N(CC)CC)C.[CH3:39][O:40][CH2:41][C:42](Cl)=[O:43]. Product: [F:31][C:22]1[CH:23]=[C:24]([C:27]([F:30])([F:29])[F:28])[CH:25]=[CH:26][C:21]=1[CH2:20][CH2:19][NH:18][C:12]1[N:13]=[C:14]([O:16][CH3:17])[N:15]=[C:10]([C:6]2[CH:5]=[C:4]([CH2:3][CH2:2][NH:1][C:42](=[O:43])[CH2:41][O:40][CH3:39])[CH:9]=[CH:8][CH:7]=2)[CH:11]=1. The catalyst class is: 2. (4) Reactant: O1CCOCC1.Br[C:8]1[C:12]([CH3:14])([CH3:13])[O:11]/[C:10](=[C:15]2/[C:16](=[O:26])[NH:17][C:18]3[C:23]/2=[CH:22][C:21]([F:24])=[C:20]([F:25])[CH:19]=3)/[CH:9]=1.[F:27][C:28]1[N:33]=[CH:32][C:31](B(O)O)=[CH:30][CH:29]=1.C([O-])([O-])=O.[Na+].[Na+]. Product: [F:24][C:21]1[CH:22]=[C:23]2[C:18](=[CH:19][C:20]=1[F:25])[NH:17][C:16](=[O:26])/[C:15]/2=[C:10]1/[O:11][C:12]([CH3:14])([CH3:13])[C:8]([C:31]2[CH:32]=[N:33][C:28]([F:27])=[CH:29][CH:30]=2)=[CH:9]/1. The catalyst class is: 189. (5) Reactant: [CH2:1]([C:3]1[S:28][C:6]2[N:7]([CH2:13][C:14]3[CH:19]=[CH:18][C:17]([C:20]4[C:21]([C:26]#[N:27])=[CH:22][CH:23]=[CH:24][CH:25]=4)=[CH:16][CH:15]=3)[C:8](=[O:12])[NH:9][C:10](=[O:11])[C:5]=2[CH:4]=1)[CH3:2].Br[CH2:30][C:31]([C:33]1[S:34][C:35]([Cl:38])=[CH:36][CH:37]=1)=[O:32].CN(C)C=O.[H-].[Na+]. Product: [Cl:38][C:35]1[S:34][C:33]([C:31](=[O:32])[CH2:30][N:9]2[C:10](=[O:11])[C:5]3[CH:4]=[C:3]([CH2:1][CH3:2])[S:28][C:6]=3[N:7]([CH2:13][C:14]3[CH:19]=[CH:18][C:17]([C:20]4[C:21]([C:26]#[N:27])=[CH:22][CH:23]=[CH:24][CH:25]=4)=[CH:16][CH:15]=3)[C:8]2=[O:12])=[CH:37][CH:36]=1. The catalyst class is: 13. (6) Reactant: C[O:2][C:3]1[CH:4]=[C:5]([CH:16]=[CH:17][CH:18]=1)[O:6][C:7]1[CH:15]=[CH:14][C:10]([C:11]([OH:13])=[O:12])=[CH:9][CH:8]=1. Product: [OH:2][C:3]1[CH:4]=[C:5]([CH:16]=[CH:17][CH:18]=1)[O:6][C:7]1[CH:15]=[CH:14][C:10]([C:11]([OH:13])=[O:12])=[CH:9][CH:8]=1. The catalyst class is: 844. (7) Reactant: [F:1][C:2]1[CH:7]=[CH:6][C:5]([C:8]2[CH:9]=[CH:10][C:11]3[N:12]([C:14]([SH:17])=[N:15][N:16]=3)[CH:13]=2)=[CH:4][CH:3]=1.F[B-](F)(F)F.[N+:23]([C:26]1[CH:31]=[CH:30][C:29]([N+]#N)=[CH:28][CH:27]=1)([O-:25])=[O:24]. Product: [F:1][C:2]1[CH:3]=[CH:4][C:5]([C:8]2[CH:9]=[CH:10][C:11]3[N:12]([C:14]([S:17][C:29]4[CH:30]=[CH:31][C:26]([N+:23]([O-:25])=[O:24])=[CH:27][CH:28]=4)=[N:15][N:16]=3)[CH:13]=2)=[CH:6][CH:7]=1. The catalyst class is: 16. (8) Reactant: Br[C:2]1[C:3]([C:8]2[N:12]([C:13]([CH3:16])([CH3:15])[CH3:14])[N:11]=[CH:10][C:9]=2[CH:17]([CH:32]2[CH2:34][CH2:33]2)[NH:18][S:19]([C:22]2[CH:27]=[CH:26][C:25]([C:28]([F:31])([F:30])[F:29])=[CH:24][CH:23]=2)(=[O:21])=[O:20])=[N:4][CH:5]=[CH:6][CH:7]=1.C([O-])(=O)C.[Cs+]. Product: [C:13]([N:12]1[C:8]2[C:3]3[N:4]=[CH:5][CH:6]=[CH:7][C:2]=3[N:18]([S:19]([C:22]3[CH:27]=[CH:26][C:25]([C:28]([F:31])([F:30])[F:29])=[CH:24][CH:23]=3)(=[O:21])=[O:20])[CH:17]([CH:32]3[CH2:34][CH2:33]3)[C:9]=2[CH:10]=[N:11]1)([CH3:16])([CH3:15])[CH3:14]. The catalyst class is: 846. (9) Reactant: [C-:1]#[N:2].[K+].Br[CH2:5][C:6]1[CH:11]=[C:10]([C:12]([CH3:15])([CH3:14])[CH3:13])[CH:9]=[CH:8][C:7]=1[O:16][CH3:17].COC(C)(C)C. Product: [C:12]([C:10]1[CH:9]=[CH:8][C:7]([O:16][CH3:17])=[C:6]([CH2:5][C:1]#[N:2])[CH:11]=1)([CH3:15])([CH3:14])[CH3:13]. The catalyst class is: 16. (10) Reactant: [Cl:1][C:2]1[N:3]=[CH:4][C:5]2[S:10][CH:9]=[C:8]([C:11]([OH:13])=O)[C:6]=2[N:7]=1.C(N(CC)C(C)C)(C)C.[CH3:23][N:24]([CH3:27])[CH:25]=O.C1CN(C(O[N:40]2N=[N:47][C:46]3[C:41]2=C[CH:43]=[CH:44][CH:45]=3)=[N+]2CCCC2)CC1.F[P-](F)(F)(F)(F)F. Product: [CH3:23][N:24]1[C:27]2[CH:43]=[CH:44][CH:45]=[C:46]([NH:47][C:11]([C:8]3[C:6]4[N:7]=[C:2]([Cl:1])[N:3]=[CH:4][C:5]=4[S:10][CH:9]=3)=[O:13])[C:41]=2[N:40]=[CH:25]1. The catalyst class is: 46.